This data is from Peptide-MHC class II binding affinity with 134,281 pairs from IEDB. The task is: Regression. Given a peptide amino acid sequence and an MHC pseudo amino acid sequence, predict their binding affinity value. This is MHC class II binding data. (1) The peptide sequence is DAFIAALTEALRVIA. The MHC is DRB1_1201 with pseudo-sequence DRB1_1201. The binding affinity (normalized) is 0.778. (2) The peptide sequence is QQYTAALSPILFECL. The MHC is DRB1_1101 with pseudo-sequence DRB1_1101. The binding affinity (normalized) is 0.105. (3) The peptide sequence is VGNVAWMHVLAAKYI. The MHC is DRB1_0901 with pseudo-sequence DRB1_0901. The binding affinity (normalized) is 0.630. (4) The peptide sequence is FVVFLVAAALGGLAA. The MHC is DRB1_1101 with pseudo-sequence DRB1_1101. The binding affinity (normalized) is 0.336. (5) The peptide sequence is EEIRRIWRQANNGDD. The MHC is DRB1_0301 with pseudo-sequence DRB1_0301. The binding affinity (normalized) is 0.153. (6) The peptide sequence is MKNLVWNDELAYVAQ. The MHC is DRB4_0101 with pseudo-sequence DRB4_0103. The binding affinity (normalized) is 0.364. (7) The MHC is DRB1_0405 with pseudo-sequence DRB1_0405. The peptide sequence is EAMEKELREAFRLYD. The binding affinity (normalized) is 0.399.